From a dataset of Forward reaction prediction with 1.9M reactions from USPTO patents (1976-2016). Predict the product of the given reaction. (1) The product is: [C:25]([O:24][C:22]([N:19]1[CH2:18][CH2:17][CH:16]([N:15]([CH3:14])[C:7]2[CH:6]=[C:5]([Cl:9])[N:4]=[C:3]([C:10]([O:12][CH3:13])=[O:11])[C:2]=2[Cl:1])[CH2:21][CH2:20]1)=[O:23])([CH3:28])([CH3:27])[CH3:26]. Given the reactants [Cl:1][C:2]1[C:3]([C:10]([O:12][CH3:13])=[O:11])=[N:4][C:5]([Cl:9])=[CH:6][C:7]=1Cl.[CH3:14][NH:15][CH:16]1[CH2:21][CH2:20][N:19]([C:22]([O:24][C:25]([CH3:28])([CH3:27])[CH3:26])=[O:23])[CH2:18][CH2:17]1, predict the reaction product. (2) Given the reactants Br[C:2]1[C:3]2[N:4]([C:9]([C:19]3[CH:24]=[CH:23][N:22]=[C:21]([OH:25])[N:20]=3)=[C:10]([C:12]3[CH:17]=[CH:16][CH:15]=[C:14]([CH3:18])[N:13]=3)[N:11]=2)[CH:5]=[C:6]([CH3:8])[CH:7]=1.[N:26]1[CH:31]=[CH:30][CH:29]=[C:28]([CH2:32][CH2:33][NH2:34])[CH:27]=1.CC([O-])(C)C.[Na+].C1(P(C2CCCCC2)C2C=CC=CC=2C2C=CC=CC=2N(C)C)CCCCC1, predict the reaction product. The product is: [CH3:8][C:6]1[CH:7]=[C:2]([NH:34][CH2:33][CH2:32][C:28]2[CH:27]=[N:26][CH:31]=[CH:30][CH:29]=2)[C:3]2[N:4]([C:9]([C:19]3[CH:24]=[CH:23][N:22]=[C:21]([OH:25])[N:20]=3)=[C:10]([C:12]3[CH:17]=[CH:16][CH:15]=[C:14]([CH3:18])[N:13]=3)[N:11]=2)[CH:5]=1. (3) Given the reactants F[C:2]1[CH:3]=[C:4]([CH:7]=[CH:8][CH:9]=1)[C:5]#[N:6].[OH:10][C:11]1[CH:16]=[CH:15][C:14]([CH2:17][NH:18][C:19](=[O:27])[C:20]2[CH:25]=[CH:24][CH:23]=[N:22][C:21]=2[NH2:26])=[CH:13][CH:12]=1.C(=O)([O-])[O-].[Cs+].[Cs+].Cl, predict the reaction product. The product is: [C:5]([C:4]1[CH:3]=[C:2]([O:10][C:11]2[CH:12]=[CH:13][C:14]([CH2:17][NH:18][C:19](=[O:27])[C:20]3[CH:25]=[CH:24][CH:23]=[N:22][C:21]=3[NH2:26])=[CH:15][CH:16]=2)[CH:9]=[CH:8][CH:7]=1)#[N:6]. (4) Given the reactants [NH2:1][C:2]1[N:10]=[CH:9][N:8]=[C:7]2[C:3]=1[N:4]=C(C=C)[N:6]2[C:11]1[CH:16]=[CH:15][C:14]([NH:17][C:18]([NH:20][C:21]2[CH:26]=[CH:25][C:24]([Cl:27])=[C:23]([C:28]([F:31])([F:30])[F:29])[CH:22]=2)=[O:19])=[CH:13][CH:12]=1.[OH:34]O.[O:36]1[CH2:40][CH2:39][CH2:38]C1, predict the reaction product. The product is: [NH2:1][C:2]1[N:10]=[CH:9][N:8]=[C:7]2[C:3]=1[N:4]=[C:38]([CH:39]([OH:34])[CH2:40][OH:36])[N:6]2[C:11]1[CH:16]=[CH:15][C:14]([NH:17][C:18]([NH:20][C:21]2[CH:26]=[CH:25][C:24]([Cl:27])=[C:23]([C:28]([F:31])([F:30])[F:29])[CH:22]=2)=[O:19])=[CH:13][CH:12]=1. (5) The product is: [CH3:22][N:13]1[C:14]2[C:10](=[C:9]([B:4]3[O:5][C:6]([CH3:7])([CH3:8])[C:2]([CH3:18])([CH3:1])[O:3]3)[CH:17]=[CH:16][CH:15]=2)[CH:11]=[N:12]1.[CH3:22][N:12]1[CH:11]=[C:10]2[C:14]([CH:15]=[CH:16][CH:17]=[C:9]2[B:4]2[O:5][C:6]([CH3:7])([CH3:8])[C:2]([CH3:18])([CH3:1])[O:3]2)=[N:13]1. Given the reactants [CH3:1][C:2]1([CH3:18])[C:6]([CH3:8])([CH3:7])[O:5][B:4]([C:9]2[CH:17]=[CH:16][CH:15]=[C:14]3[C:10]=2[CH:11]=[N:12][NH:13]3)[O:3]1.[H-].[Na+].I[CH3:22], predict the reaction product. (6) Given the reactants [OH:1][CH2:2][C:3]1[C:4]2[N:5]([CH:9]=[C:10]([C:12]([F:15])([F:14])[F:13])[N:11]=2)[CH:6]=[CH:7][CH:8]=1.[K+].[Br-], predict the reaction product. The product is: [F:15][C:12]([F:13])([F:14])[C:10]1[N:11]=[C:4]2[C:3]([CH:2]=[O:1])=[CH:8][CH:7]=[CH:6][N:5]2[CH:9]=1. (7) The product is: [ClH:1].[Cl:1][C:2]1[CH:3]=[CH:4][C:5]([O:26][CH2:27][CH:28]([CH3:30])[CH3:29])=[C:6]([CH2:8][N:9]2[C:13]([CH3:14])=[CH:12][C:11]([C:15]([NH:17][C:18]3[CH:23]=[CH:22][C:21]([CH2:24][NH:33][CH2:31][CH3:32])=[CH:20][CH:19]=3)=[O:16])=[N:10]2)[CH:7]=1. Given the reactants [Cl:1][C:2]1[CH:3]=[CH:4][C:5]([O:26][CH2:27][CH:28]([CH3:30])[CH3:29])=[C:6]([CH2:8][N:9]2[C:13]([CH3:14])=[CH:12][C:11]([C:15]([NH:17][C:18]3[CH:23]=[CH:22][C:21]([CH:24]=O)=[CH:20][CH:19]=3)=[O:16])=[N:10]2)[CH:7]=1.[CH2:31]([NH2:33])[CH3:32].C(O[BH-](OC(=O)C)OC(=O)C)(=O)C.[Na+].C(O)(=O)C, predict the reaction product.